This data is from Reaction yield outcomes from USPTO patents with 853,638 reactions. The task is: Predict the reaction yield, written as a fraction of the theoretical maximum amount of product (1.0 means a 100% yield; for example, 0.34 means a 34% yield). (1) The reactants are O[NH:2][C:3](=[NH:14])[CH2:4][C:5]1[CH:10]=[CH:9][C:8]([N+:11]([O-:13])=[O:12])=[CH:7][CH:6]=1.[C:15]([O:19][CH3:20])(=[O:18])[C:16]#[CH:17]. The catalyst is CCO. The product is [N+:11]([C:8]1[CH:9]=[CH:10][C:5]([CH2:4][C:3]2[NH:14][CH:17]=[C:16]([C:15]([O:19][CH3:20])=[O:18])[N:2]=2)=[CH:6][CH:7]=1)([O-:13])=[O:12]. The yield is 0.170. (2) The reactants are [NH2:1][CH2:2][CH2:3][C:4]1[CH:9]=[CH:8][C:7]([OH:10])=[CH:6][CH:5]=1.[C:11]1([CH:17]2[CH2:22][CH2:21][C:20](=O)[CH2:19][CH2:18]2)[CH:16]=[CH:15][CH:14]=[CH:13][CH:12]=1.[BH4-].[Na+].Cl. The catalyst is CC(O)C.C1COCC1. The product is [C:11]1([C@H:17]2[CH2:22][CH2:21][C@H:20]([NH:1][CH2:2][CH2:3][C:4]3[CH:9]=[CH:8][C:7]([OH:10])=[CH:6][CH:5]=3)[CH2:19][CH2:18]2)[CH:16]=[CH:15][CH:14]=[CH:13][CH:12]=1. The yield is 0.140. (3) The reactants are [Cl:1][C:2]1[CH:7]=[CH:6][CH:5]=[C:4]([Cl:8])[C:3]=1[N:9]([CH2:16][C:17]1[C:21]([CH2:22][O:23][C:24]2[CH:29]=[CH:28][C:27]([C:30]3[CH:31]=[C:32]4[C:37](=[CH:38][CH:39]=3)[N:36]=[C:35]([C:40]([O:42]C)=[O:41])[CH:34]=[CH:33]4)=[CH:26][CH:25]=2)=[C:20]([CH:44]([CH3:46])[CH3:45])[O:19][N:18]=1)C(=O)C(F)(F)F.O1CCCC1.[OH-].[Na+].Cl. The catalyst is O.CO. The product is [Cl:8][C:4]1[CH:5]=[CH:6][CH:7]=[C:2]([Cl:1])[C:3]=1[NH:9][CH2:16][C:17]1[C:21]([CH2:22][O:23][C:24]2[CH:29]=[CH:28][C:27]([C:30]3[CH:31]=[C:32]4[C:37](=[CH:38][CH:39]=3)[N:36]=[C:35]([C:40]([OH:42])=[O:41])[CH:34]=[CH:33]4)=[CH:26][CH:25]=2)=[C:20]([CH:44]([CH3:46])[CH3:45])[O:19][N:18]=1. The yield is 1.00. (4) The reactants are [CH2:1]([O:3][C:4]([N:6]1[C:14]2[C:9](=[CH:10][CH:11]=[C:12]([Cl:15])[CH:13]=2)/[C:8](=[CH:16]/[C:17]2[CH:22]=[CH:21][C:20]([Cl:23])=[CH:19][CH:18]=2)/[C:7]1=[O:24])=[O:5])[CH3:2].[Cl:25][C:26]1[CH:27]=[C:28]([CH:32]=[N:33][C:34]([O:36][Si](C)(C)C)=[CH2:35])[CH:29]=[CH:30][CH:31]=1. The catalyst is C1(C)C=CC=CC=1. The product is [CH2:1]([O:3][C:4]([N:6]1[C:14]2[C:9](=[CH:10][CH:11]=[C:12]([Cl:15])[CH:13]=2)[C:8]2([CH:16]([C:17]3[CH:18]=[CH:19][C:20]([Cl:23])=[CH:21][CH:22]=3)[CH2:35][C:34](=[O:36])[NH:33][CH:32]2[C:28]2[CH:29]=[CH:30][CH:31]=[C:26]([Cl:25])[CH:27]=2)[C:7]1=[O:24])=[O:5])[CH3:2]. The yield is 0.950.